From a dataset of Forward reaction prediction with 1.9M reactions from USPTO patents (1976-2016). Predict the product of the given reaction. Given the reactants [C:1]([C:3]1[CH:4]=[CH:5][C:6]2[O:10][C:9]3[CH:11]=[C:12]([S:15]([NH:18][C@@H:19]([CH:24]([CH3:26])[CH3:25])[C:20]([O:22][CH3:23])=[O:21])(=[O:17])=[O:16])[CH:13]=[CH:14][C:8]=3[C:7]=2[CH:27]=1)#[N:2].[CH3:28][OH:29], predict the reaction product. The product is: [NH:2]=[C:1]([O:29][CH3:28])[C:3]1[CH:4]=[CH:5][C:6]2[O:10][C:9]3[CH:11]=[C:12]([S:15]([NH:18][C@@H:19]([CH:24]([CH3:25])[CH3:26])[C:20]([O:22][CH3:23])=[O:21])(=[O:16])=[O:17])[CH:13]=[CH:14][C:8]=3[C:7]=2[CH:27]=1.